Dataset: Full USPTO retrosynthesis dataset with 1.9M reactions from patents (1976-2016). Task: Predict the reactants needed to synthesize the given product. (1) The reactants are: [H-].[Na+].[CH2:3]([OH:7])[C:4]#[C:5][CH3:6].Cl[C:9]1[CH:14]=[C:13]([O:15][CH:16]([CH3:20])[CH:17]([CH3:19])[CH3:18])[N:12]=[CH:11][N:10]=1.[Cl-].[NH4+]. Given the product [CH2:3]([O:7][C:9]1[CH:14]=[C:13]([O:15][CH:16]([CH3:20])[CH:17]([CH3:19])[CH3:18])[N:12]=[CH:11][N:10]=1)[C:4]#[C:5][CH3:6], predict the reactants needed to synthesize it. (2) The reactants are: [Cl:1][C:2]1[S:6][C:5]([C:7]2[N:12]=[C:11]([NH:13][C:14]3[CH:19]=[CH:18][C:17]([CH2:20][C:21]4[NH:22][CH:23]=[C:24]([C:26]([O:28]C)=O)[N:25]=4)=[CH:16][CH:15]=3)[C:10]([CH2:30][CH3:31])=[C:9]([CH3:32])[N:8]=2)=[CH:4][CH:3]=1.[NH3:33]. Given the product [Cl:1][C:2]1[S:6][C:5]([C:7]2[N:12]=[C:11]([NH:13][C:14]3[CH:19]=[CH:18][C:17]([CH2:20][C:21]4[NH:22][CH:23]=[C:24]([C:26]([NH2:33])=[O:28])[N:25]=4)=[CH:16][CH:15]=3)[C:10]([CH2:30][CH3:31])=[C:9]([CH3:32])[N:8]=2)=[CH:4][CH:3]=1, predict the reactants needed to synthesize it. (3) Given the product [NH2:79][C:13]1[CH:14]=[C:15]2[C:10](=[CH:11][CH:12]=1)[C:9](=[O:19])[N:8]([CH2:1][C:2]1[CH:7]=[CH:6][CH:5]=[CH:4][CH:3]=1)[CH2:17][CH2:16]2, predict the reactants needed to synthesize it. The reactants are: [CH2:1]([N:8]1[CH2:17][CH2:16][C:15]2[C:10](=[CH:11][CH:12]=[C:13](Br)[CH:14]=2)[C:9]1=[O:19])[C:2]1[CH:7]=[CH:6][CH:5]=[CH:4][CH:3]=1.C1C=CC(P(C2C=CC3C(=CC=CC=3)C=2C2C3C(=CC=CC=3)C=CC=2P(C2C=CC=CC=2)C2C=CC=CC=2)C2C=CC=CC=2)=CC=1.C(=[NH:79])(C1C=CC=CC=1)C1C=CC=CC=1.CC(C)([O-])C.[Na+].Cl.